Predict the reactants needed to synthesize the given product. From a dataset of Full USPTO retrosynthesis dataset with 1.9M reactions from patents (1976-2016). (1) Given the product [CH3:1][O:2][C:3]1[CH:4]=[CH:5][C:6]([N:9]2[CH2:10][CH2:11][N:12]([C:15]3[S:16][C:17]([CH2:26][OH:27])=[C:18]([C:20]4[CH:25]=[CH:24][CH:23]=[CH:22][CH:21]=4)[N:19]=3)[CH2:13][CH2:14]2)=[CH:7][CH:8]=1, predict the reactants needed to synthesize it. The reactants are: [CH3:1][O:2][C:3]1[CH:8]=[CH:7][C:6]([N:9]2[CH2:14][CH2:13][N:12]([C:15]3[S:16][C:17]([C:26](OCC)=[O:27])=[C:18]([C:20]4[CH:25]=[CH:24][CH:23]=[CH:22][CH:21]=4)[N:19]=3)[CH2:11][CH2:10]2)=[CH:5][CH:4]=1.[H-].[Al+3].[Li+].[H-].[H-].[H-]. (2) Given the product [CH:1]([O:4][C:5]([N:7]1[CH2:12][CH2:11][CH:10]([O:13][C:14]2[C:19]([CH3:20])=[C:18]([NH:36][C:32]3[CH:33]=[C:34]([F:35])[C:29]([Br:28])=[CH:30][C:31]=3[F:37])[N:17]=[CH:16][N:15]=2)[CH2:9][CH2:8]1)=[O:6])([CH3:3])[CH3:2], predict the reactants needed to synthesize it. The reactants are: [CH:1]([O:4][C:5]([N:7]1[CH2:12][CH2:11][CH:10]([O:13][C:14]2[C:19]([CH3:20])=[C:18](Cl)[N:17]=[CH:16][N:15]=2)[CH2:9][CH2:8]1)=[O:6])([CH3:3])[CH3:2].CC(C)([O-])C.[Na+].[Br:28][C:29]1[C:34]([F:35])=[CH:33][C:32]([NH2:36])=[C:31]([F:37])[CH:30]=1. (3) Given the product [CH3:22][O:20][C:19]([C:3]1[N:4]([CH3:18])[C:5]([C:7]2[CH:12]=[CH:11][CH:10]=[C:9]([O:13][C:14]([F:17])([F:16])[F:15])[CH:8]=2)=[N:6][C:2]=1[Br:1])=[O:21], predict the reactants needed to synthesize it. The reactants are: [Br:1][C:2]1[N:6]=[C:5]([C:7]2[CH:12]=[CH:11][CH:10]=[C:9]([O:13][C:14]([F:17])([F:16])[F:15])[CH:8]=2)[N:4]([CH3:18])[C:3]=1[C:19]([OH:21])=[O:20].[C:22](=O)([O-])[O-].[K+].[K+].IC. (4) Given the product [CH:1]([N:4]([C:5]1[CH:10]=[CH:9][CH:8]=[CH:7][CH:6]=1)[C:32](=[O:33])[CH2:31][CH2:30][CH2:29][CH2:28][CH2:27][C:26]([OH:35])=[O:25])([CH3:3])[CH3:2], predict the reactants needed to synthesize it. The reactants are: [CH:1]([NH:4][C:5]1[CH:10]=[CH:9][CH:8]=[CH:7][CH:6]=1)([CH3:3])[CH3:2].B(O)(O)O.C1(C)C(C)=CC=CC=1.C([O:25][C:26](=[O:35])[CH2:27][CH2:28][CH2:29][CH2:30][CH2:31][C:32](O)=[O:33])C.